Dataset: Reaction yield outcomes from USPTO patents with 853,638 reactions. Task: Predict the reaction yield, written as a fraction of the theoretical maximum amount of product (1.0 means a 100% yield; for example, 0.34 means a 34% yield). (1) The catalyst is C1(C)C=CC=CC=1. The product is [CH3:14][C:15]1[C:19]([C:20]2[C:21]([O:44][CH3:45])=[CH:22][C:23]3[C:24]4[NH:34][C:33](=[O:43])[O:32][C:25]=4[C:26]([CH2:30][OH:31])=[N:27][C:28]=3[CH:29]=2)=[C:18]([CH3:46])[O:17][N:16]=1. The reactants are S(O)(C)(=O)=O.C1(OC)C=CC=CC=1.[CH3:14][C:15]1[C:19]([C:20]2[C:21]([O:44][CH3:45])=[CH:22][C:23]3[C:24]4[N:34]([C@@H](C5C=CC=CC=5)C)[C:33](=[O:43])[O:32][C:25]=4[C:26]([CH2:30][OH:31])=[N:27][C:28]=3[CH:29]=2)=[C:18]([CH3:46])[O:17][N:16]=1.C([O-])(O)=O.[Na+]. The yield is 0.650. (2) The reactants are C([O:3][C:4]([C:6]1[C:7]([CH3:25])=[N:8][N:9]([CH2:11][C:12]2[CH:17]=[CH:16][C:15]([CH2:18][N:19]3[CH:23]=[C:22]([CH3:24])[CH:21]=[N:20]3)=[CH:14][CH:13]=2)[CH:10]=1)=[O:5])C.[OH-].[Na+].Cl. The catalyst is C1COCC1.CO. The product is [CH3:25][C:7]1[C:6]([C:4]([OH:5])=[O:3])=[CH:10][N:9]([CH2:11][C:12]2[CH:13]=[CH:14][C:15]([CH2:18][N:19]3[CH:23]=[C:22]([CH3:24])[CH:21]=[N:20]3)=[CH:16][CH:17]=2)[N:8]=1. The yield is 0.597. (3) The reactants are [NH2:1][C:2]1([CH2:19][OH:20])[C:15]2[C:10](=[N:11][CH:12]=[C:13]([Cl:16])[CH:14]=2)[O:9][C:8]2[C:3]1=[CH:4][C:5]([Br:18])=[C:6]([F:17])[CH:7]=2.Br[CH2:22][C:23]#[N:24].CC(C)([O-])C.[Li+]. The catalyst is C1COCC1. The product is [NH2:1][C:2]1([CH2:19][O:20][CH2:22][C:23]#[N:24])[C:15]2[C:10](=[N:11][CH:12]=[C:13]([Cl:16])[CH:14]=2)[O:9][C:8]2[C:3]1=[CH:4][C:5]([Br:18])=[C:6]([F:17])[CH:7]=2. The yield is 0.434. (4) The reactants are [CH3:1][O:2][C:3](=[O:18])[CH2:4][O:5][CH2:6][CH2:7][O:8][C:9]1[CH:14]=[CH:13][C:12]([N+:15]([O-])=O)=[CH:11][CH:10]=1. The catalyst is C(OCC)(=O)C.[C].[Pd]. The product is [CH3:1][O:2][C:3](=[O:18])[CH2:4][O:5][CH2:6][CH2:7][O:8][C:9]1[CH:10]=[CH:11][C:12]([NH2:15])=[CH:13][CH:14]=1. The yield is 0.709. (5) The reactants are [N+:1]([C:4]1[CH:5]=[C:6](O)[CH:7]=[CH:8][CH:9]=1)([O-:3])=[O:2].ClC[C:13]1[O:17][C:16]([C:18]([O:20][CH3:21])=[O:19])=[CH:15][CH:14]=1.[C:22]([O-])([O-])=[O:23].[K+].[K+]. The catalyst is CC(C)=O.O. The product is [N+:1]([C:4]1[CH:5]=[CH:6][C:7]([O:23][CH2:22][C:14]2[CH:15]=[C:16]([C:18]([O:20][CH3:21])=[O:19])[O:17][CH:13]=2)=[CH:8][CH:9]=1)([O-:3])=[O:2]. The yield is 0.900. (6) The reactants are [CH2:1](/[C:3](=[CH:7]\[C:8](=[O:10])[CH3:9])/[C:4]([NH2:6])=[O:5])[CH3:2].O.[BH4-].[Na+].Cl. The catalyst is CO. The product is [CH2:1](/[C:3](=[CH:7]\[CH:8]([OH:10])[CH3:9])/[C:4]([NH2:6])=[O:5])[CH3:2]. The yield is 0.880. (7) The reactants are [NH2:1][C:2]1[N:10]=[CH:9][N:8]=[C:7]2[C:3]=1[N:4]=[CH:5][N:6]2[C@H:11]1[C@@H:15]2[O:16][C:17]([CH3:20])([CH3:19])[O:18][C@@H:14]2[C@@H:13]([CH2:21][N:22]([CH:30]([CH3:32])[CH3:31])[CH2:23][CH2:24][CH2:25][CH2:26][C:27](O)=[O:28])[O:12]1.F[P-](F)(F)(F)(F)F.N1(O[P+](N(C)C)(N(C)C)N(C)C)C2C=CC=CC=2N=N1.[C:60]([C:64]1[CH:69]=[CH:68][C:67]([NH2:70])=[CH:66][CH:65]=1)([CH3:63])([CH3:62])[CH3:61]. The catalyst is CN(C=O)C.CC(=O)OCC. The product is [NH2:1][C:2]1[N:10]=[CH:9][N:8]=[C:7]2[C:3]=1[N:4]=[CH:5][N:6]2[C@H:11]1[C@@H:15]2[O:16][C:17]([CH3:19])([CH3:20])[O:18][C@@H:14]2[C@@H:13]([CH2:21][N:22]([CH:30]([CH3:31])[CH3:32])[CH2:23][CH2:24][CH2:25][CH2:26][C:27]([NH:70][C:67]2[CH:68]=[CH:69][C:64]([C:60]([CH3:63])([CH3:62])[CH3:61])=[CH:65][CH:66]=2)=[O:28])[O:12]1. The yield is 0.570.